This data is from CYP3A4 inhibition data for predicting drug metabolism from PubChem BioAssay. The task is: Regression/Classification. Given a drug SMILES string, predict its absorption, distribution, metabolism, or excretion properties. Task type varies by dataset: regression for continuous measurements (e.g., permeability, clearance, half-life) or binary classification for categorical outcomes (e.g., BBB penetration, CYP inhibition). Dataset: cyp3a4_veith. The drug is O=C(Nc1nnc(SCc2ccc(Cl)cc2Cl)s1)C1COc2ccccc2O1. The result is 1 (inhibitor).